This data is from Catalyst prediction with 721,799 reactions and 888 catalyst types from USPTO. The task is: Predict which catalyst facilitates the given reaction. (1) Reactant: [C:1]([C@@:3]1([F:21])[C@H:7]([OH:8])[C@@H:6]([CH2:9][OH:10])[O:5][C@H:4]1[N:11]1[CH:19]=[N:18][C:17]2[C:12]1=[N:13][CH:14]=[N:15][C:16]=2N)#[CH:2].C[Si](Cl)(C)C.CO[C:29]1[CH:48]=[CH:47][CH:46]=[CH:45][C:30]=1[C:31](Cl)([C:38]1[CH:43]=[CH:42][CH:41]=[CH:40][CH:39]=1)[C:32]1[CH:37]=[CH:36][CH:35]=[CH:34][CH:33]=1.[NH4+:49].[OH-:50].C([O:54][CH2:55]C)(=O)C. Product: [CH3:55][O:54][N:49]([C:31]([C:38]1[CH:39]=[CH:40][CH:41]=[CH:42][CH:43]=1)([C:32]1[CH:37]=[CH:36][CH:35]=[CH:34][CH:33]=1)[C:30]1[CH:29]=[CH:48][CH:47]=[CH:46][CH:45]=1)[C:14]1[NH:15][C:16](=[O:50])[C:17]2[N:18]=[CH:19][N:11]([C@@H:4]3[O:5][C@H:6]([CH2:9][OH:10])[C@@H:7]([OH:8])[C@@:3]3([C:1]#[CH:2])[F:21])[C:12]=2[N:13]=1. The catalyst class is: 17. (2) Reactant: N#N.[CH3:3][O:4][CH2:5][C:6]1[S:7][C:8]([CH2:11][N:12]2[N:16]=[C:15]([N+:17]([O-])=O)[CH:14]=[N:13]2)=[CH:9][N:10]=1.[NH4+].[Cl-]. Product: [CH3:3][O:4][CH2:5][C:6]1[S:7][C:8]([CH2:11][N:12]2[N:16]=[C:15]([NH2:17])[CH:14]=[N:13]2)=[CH:9][N:10]=1. The catalyst class is: 314. (3) Reactant: [CH2:1]([O:4][C@H:5]1[CH2:9][N:8]([C:10]([O:12][C:13]([CH3:16])([CH3:15])[CH3:14])=[O:11])[C@@H:7]([C@H:17]2[O:21]C(C)(C)[NH:19][C@H:18]2[CH2:24][C:25]2[CH:30]=[CH:29][CH:28]=[CH:27][CH:26]=2)[CH2:6]1)[CH:2]=[CH2:3].[CH3:31][C:32]1[N:33]=[C:34]([C@H:37]2[CH2:41][CH2:40][CH2:39][N:38]2[C:42]([C:44]2[CH:45]=[C:46]([CH:50]=[C:51]([C:53]3[O:54][CH:55]=[CH:56][N:57]=3)[CH:52]=2)[C:47](O)=[O:48])=[O:43])[S:35][CH:36]=1.C1CN([P+](ON2N=NC3C=CC=CC2=3)(N2CCCC2)N2CCCC2)CC1.F[P-](F)(F)(F)(F)F.C(N(CC)CC)C. Product: [CH2:1]([O:4][C@H:5]1[CH2:9][N:8]([C:10]([O:12][C:13]([CH3:16])([CH3:15])[CH3:14])=[O:11])[C@@H:7]([C@@H:17]([OH:21])[C@@H:18]([NH:19][C:47](=[O:48])[C:46]2[CH:50]=[C:51]([C:53]3[O:54][CH:55]=[CH:56][N:57]=3)[CH:52]=[C:44]([C:42]([N:38]3[CH2:39][CH2:40][CH2:41][C@@H:37]3[C:34]3[S:35][CH:36]=[C:32]([CH3:31])[N:33]=3)=[O:43])[CH:45]=2)[CH2:24][C:25]2[CH:26]=[CH:27][CH:28]=[CH:29][CH:30]=2)[CH2:6]1)[CH:2]=[CH2:3]. The catalyst class is: 34.